From a dataset of Forward reaction prediction with 1.9M reactions from USPTO patents (1976-2016). Predict the product of the given reaction. (1) The product is: [C:1]([C:3]1[CH:4]=[C:5]([S:17]([NH:20][C:21]2[S:22][CH:23]=[CH:24][N:25]=2)(=[O:19])=[O:18])[CH:6]=[CH:7][C:8]=1[O:9][C:10]1[CH:11]=[N:12][C:13]([N:27]([CH3:28])[CH3:26])=[CH:14][CH:15]=1)#[N:2]. Given the reactants [C:1]([C:3]1[CH:4]=[C:5]([S:17]([NH:20][C:21]2[S:22][CH:23]=[CH:24][N:25]=2)(=[O:19])=[O:18])[CH:6]=[CH:7][C:8]=1[O:9][C:10]1[CH:11]=[N:12][C:13](F)=[CH:14][CH:15]=1)#[N:2].[CH3:26][NH:27][CH3:28], predict the reaction product. (2) The product is: [CH3:3][C:4]1[C:16]2[C:15]3[C:10](=[CH:11][CH:12]=[CH:13][CH:14]=3)[N:9]([S:21]([CH3:20])(=[O:23])=[O:22])[C:8]=2[CH:7]=[CH:6][C:5]=1[N+:17]([O-:19])=[O:18]. Given the reactants [H-].[Na+].[CH3:3][C:4]1[C:16]2[C:15]3[C:10](=[CH:11][CH:12]=[CH:13][CH:14]=3)[NH:9][C:8]=2[CH:7]=[CH:6][C:5]=1[N+:17]([O-:19])=[O:18].[CH3:20][S:21](Cl)(=[O:23])=[O:22], predict the reaction product. (3) Given the reactants [CH:1]([N:3]1[CH2:7][CH2:6]C[C:4]1=O)=C.CN(CCC[CH:15]=[C:16]([CH3:20])[C:17](N)=[O:18])C.CC(C(NCCC[N+](C)(C)C)=[O:25])=C.C=CN1C(=O)CCC1.[Cl-], predict the reaction product. The product is: [C:17]([O:25][CH2:6][CH2:7][N:3]([CH3:1])[CH3:4])(=[O:18])[C:16]([CH3:20])=[CH2:15]. (4) Given the reactants [Br:1][C:2]1[CH:7]=[CH:6][C:5]([OH:8])=[C:4]([F:9])[CH:3]=1.C(N(CC)CC)C.[CH2:17]([O:19][C:20](Cl)=[O:21])[CH3:18], predict the reaction product. The product is: [C:20](=[O:21])([O:19][CH2:17][CH3:18])[O:8][C:5]1[CH:6]=[CH:7][C:2]([Br:1])=[CH:3][C:4]=1[F:9]. (5) Given the reactants [CH:1]([C:4]1[NH:8][N:7]=[C:6]([NH:9][C:10]2[C:11]3[CH2:26][CH2:25][CH2:24][C:12]=3[N:13]=[C:14]([N:16]3[CH2:20][CH2:19][CH2:18][CH:17]3[C:21]([OH:23])=O)[N:15]=2)[CH:5]=1)([CH3:3])[CH3:2].Cl.[CH3:28][NH:29][CH3:30].CN(C(ON1N=NC2C=CC=NC1=2)=[N+](C)C)C.F[P-](F)(F)(F)(F)F.C(N(C(C)C)CC)(C)C, predict the reaction product. The product is: [CH:1]([C:4]1[NH:8][N:7]=[C:6]([NH:9][C:10]2[C:11]3[CH2:26][CH2:25][CH2:24][C:12]=3[N:13]=[C:14]([N:16]3[CH2:20][CH2:19][CH2:18][C@@H:17]3[C:21]([N:29]([CH3:30])[CH3:28])=[O:23])[N:15]=2)[CH:5]=1)([CH3:2])[CH3:3]. (6) Given the reactants N(OC(C)(C)C)=O.[CH3:8][O:9][C:10](=[O:46])[N:11]([CH2:34][C:35]1[CH:40]=[C:39]([C:41]([F:44])([F:43])[F:42])[CH:38]=[C:37](N)[CH:36]=1)[CH2:12][C:13]1[CH:18]=[C:17]([C:19]([F:22])([F:21])[F:20])[CH:16]=[CH:15][C:14]=1[C:23]1[CH:28]=[C:27]([CH:29]([CH3:31])[CH3:30])[CH:26]=[CH:25][C:24]=1[O:32][CH3:33].[ClH:47], predict the reaction product. The product is: [CH3:8][O:9][C:10](=[O:46])[N:11]([CH2:34][C:35]1[CH:40]=[C:39]([C:41]([F:44])([F:43])[F:42])[CH:38]=[C:37]([Cl:47])[CH:36]=1)[CH2:12][C:13]1[CH:18]=[C:17]([C:19]([F:22])([F:21])[F:20])[CH:16]=[CH:15][C:14]=1[C:23]1[CH:28]=[C:27]([CH:29]([CH3:31])[CH3:30])[CH:26]=[CH:25][C:24]=1[O:32][CH3:33]. (7) Given the reactants [CH2:1]1[O:6][C:4](=[O:5])[O:3][CH:2]1[CH2:7][OH:8].[F:9][C:10]([F:21])([F:20])[C:11](O[C:11](=[O:12])[C:10]([F:21])([F:20])[F:9])=[O:12], predict the reaction product. The product is: [F:9][C:10]([F:21])([F:20])[C:11]([O:8][CH2:7][CH:2]1[CH2:1][O:6][C:4](=[O:5])[O:3]1)=[O:12].